From a dataset of Forward reaction prediction with 1.9M reactions from USPTO patents (1976-2016). Predict the product of the given reaction. (1) The product is: [Cl:1][C:2]1[CH:3]=[C:4]([C@@H:8]2[C@@H:13]([C:14]3[CH:15]=[CH:16][C:17]([Cl:20])=[CH:18][CH:19]=3)[N:12]([C@@H:21]([CH2:26][CH3:27])[CH2:22][OH:23])[C:11](=[O:28])[C@:10]([CH2:30][CH:31]3[CH2:35][O:34][C:33]([CH3:36])([CH3:37])[O:32]3)([CH3:29])[CH2:9]2)[CH:5]=[CH:6][CH:7]=1. Given the reactants [Cl:1][C:2]1[CH:3]=[C:4]([C@@H:8]2[C@@H:13]([C:14]3[CH:19]=[CH:18][C:17]([Cl:20])=[CH:16][CH:15]=3)[N:12]([C@@H:21]([CH2:26][CH3:27])[C:22](OC)=[O:23])[C:11](=[O:28])[C@:10]([CH2:30][CH:31]3[CH2:35][O:34][C:33]([CH3:37])([CH3:36])[O:32]3)([CH3:29])[CH2:9]2)[CH:5]=[CH:6][CH:7]=1.[BH4-].[Li+], predict the reaction product. (2) Given the reactants Cl.[F:2][C:3]([F:11])([F:10])[CH:4]1[CH2:9][CH2:8][NH:7][CH2:6][CH2:5]1.C(#N)C.[CH2:15]([O:17][C:18]([C:20]1[S:24][C:23]([C:25]2[CH:30]=[CH:29][C:28]([C:31]([F:34])([F:33])[F:32])=[CH:27][CH:26]=2)=[N:22][C:21]=1[CH2:35]Br)=[O:19])[CH3:16].C(=O)([O-])[O-].[K+].[K+], predict the reaction product. The product is: [CH2:15]([O:17][C:18]([C:20]1[S:24][C:23]([C:25]2[CH:30]=[CH:29][C:28]([C:31]([F:33])([F:34])[F:32])=[CH:27][CH:26]=2)=[N:22][C:21]=1[CH2:35][N:7]1[CH2:8][CH2:9][CH:4]([C:3]([F:11])([F:10])[F:2])[CH2:5][CH2:6]1)=[O:19])[CH3:16]. (3) Given the reactants [F:1][C:2]1[CH:7]=[CH:6][CH:5]=[CH:4][C:3]=1[C:8]1[N:17]=[C:16]([O:18][CH:19]([CH3:21])[CH3:20])[C:15]2[CH2:14][CH2:13][C@H:12]3[C@H:22]([CH3:29])[C:23](=[O:28])[CH:24]([C:26]#[N:27])[CH2:25][C@:11]3([C:30]3[CH:35]=[CH:34][CH:33]=[CH:32][CH:31]=3)[C:10]=2[N:9]=1.BrN1C(C)(C)C(=O)N(Br)C1=O.N1C=CC=CC=1, predict the reaction product. The product is: [F:1][C:2]1[CH:7]=[CH:6][CH:5]=[CH:4][C:3]=1[C:8]1[N:17]=[C:16]([O:18][CH:19]([CH3:21])[CH3:20])[C:15]2[CH2:14][CH2:13][C@H:12]3[C@H:22]([CH3:29])[C:23](=[O:28])[C:24]([C:26]#[N:27])=[CH:25][C@:11]3([C:30]3[CH:31]=[CH:32][CH:33]=[CH:34][CH:35]=3)[C:10]=2[N:9]=1. (4) Given the reactants [NH2:1][C:2]1[CH:25]=[C:24]([CH3:26])[C:5]([O:6][C:7]2[CH:12]=[CH:11][C:10]([OH:13])=[C:9]([S:14]([C:17]3[CH:22]=[CH:21][C:20]([F:23])=[CH:19][CH:18]=3)(=[O:16])=[O:15])[CH:8]=2)=[C:4]([CH3:27])[CH:3]=1.C[CH:29]([C:33](Cl)=[O:34])[C:30](Cl)=[O:31].C1C[O:39][CH2:38]C1, predict the reaction product. The product is: [CH3:38][O:39][C:33](=[O:34])[CH2:29][C:30]([NH:1][C:2]1[CH:25]=[C:24]([CH3:26])[C:5]([O:6][C:7]2[CH:12]=[CH:11][C:10]([OH:13])=[C:9]([S:14]([C:17]3[CH:18]=[CH:19][C:20]([F:23])=[CH:21][CH:22]=3)(=[O:16])=[O:15])[CH:8]=2)=[C:4]([CH3:27])[CH:3]=1)=[O:31]. (5) Given the reactants [ClH:1].NC(=O)[C@@H:4]([NH:11][C:12](=[O:32])[CH2:13][C:14]([NH:16][C:17]1[CH:22]=[CH:21][C:20]([O:23][C:24]2[CH:29]=[CH:28][N:27]=[C:26]([NH2:30])[CH:25]=2)=[C:19]([F:31])[CH:18]=1)=[O:15])[C:5]1C=C[CH:8]=[CH:7][CH:6]=1.C1(N)CCCC1, predict the reaction product. The product is: [ClH:1].[NH2:30][C:26]1[CH:25]=[C:24]([O:23][C:20]2[CH:21]=[CH:22][C:17]([NH:16][C:14](=[O:15])[CH2:13][C:12]([NH:11][CH:4]3[CH2:5][CH2:6][CH2:7][CH2:8]3)=[O:32])=[CH:18][C:19]=2[F:31])[CH:29]=[CH:28][N:27]=1. (6) The product is: [CH2:33]([NH:35][C:36]([NH:11][C:10]1[CH:9]=[CH:8][C:7]([C:5]2[N:6]=[C:2]([CH3:1])[O:3][C:4]=2[C:14]2[CH:19]=[CH:18][N:17]=[C:16]3[N:20]([S:23]([C:26]4[CH:31]=[CH:30][C:29]([CH3:32])=[CH:28][CH:27]=4)(=[O:25])=[O:24])[CH:21]=[CH:22][C:15]=23)=[CH:13][CH:12]=1)=[O:37])[CH3:34]. Given the reactants [CH3:1][C:2]1[O:3][C:4]([C:14]2[CH:19]=[CH:18][N:17]=[C:16]3[N:20]([S:23]([C:26]4[CH:31]=[CH:30][C:29]([CH3:32])=[CH:28][CH:27]=4)(=[O:25])=[O:24])[CH:21]=[CH:22][C:15]=23)=[C:5]([C:7]2[CH:13]=[CH:12][C:10]([NH2:11])=[CH:9][CH:8]=2)[N:6]=1.[CH2:33]([N:35]=[C:36]=[O:37])[CH3:34], predict the reaction product.